From a dataset of Experimentally validated miRNA-target interactions with 360,000+ pairs, plus equal number of negative samples. Binary Classification. Given a miRNA mature sequence and a target amino acid sequence, predict their likelihood of interaction. (1) The miRNA is rno-miR-107-3p with sequence AGCAGCAUUGUACAGGGCUAUCA. The protein sequence of the target gene is MTRKIFTNTRERWRQQNVNSAFAKLRKLIPTHPPDKKLSKNETLRLAMRYINFLVKVLGEQSLQQTGVAAQGNILGLFPQGPHLPGLEDRTLLENYQVPSPGPSHHIP. Result: 0 (no interaction). (2) The miRNA is hsa-miR-3611 with sequence UUGUGAAGAAAGAAAUUCUUA. The protein sequence of the target gene is MAVVIRLLGLPFIAGPVDIRHFFTGLTIPDGGVHIIGGEIGEAFIIFATDEDARRAISRSGGFIKDSSVELFLSSKAEMQKTIEMKRTDRVGRGRPGSGTSGVDSLSNFIESVKEEASNSGYGSSINQDAGFHTNGTGHGNLRPRKTRPLKAENPYLFLRGLPYLVNEDDVRVFFSGLCVDGVIFLKHHDGRNNGDAIVKFASCVDASGGLKCHRSFMGSRFIEVMQGSEQQWIEFGGNAVKEGDVLRRSEEHSPPRGINDRHFRKRSHSKSPRRTRSRSPLGFYVHLKNLSLSIDERDL.... Result: 1 (interaction). (3) The miRNA is hsa-miR-30c-1-3p with sequence CUGGGAGAGGGUUGUUUACUCC. The protein sequence of the target gene is METAEKECGALGGLFQAIVNDMKSSYPIWEDFNSKATKLHSQLRTTVLAAVAFLDAFQKVADMATNTRGATRDIGSALTRMCMRHRSIETKLRQFTNALLESLINPLQERIEDWKKAANQLDKDHAKEYKRARHEIKKKSSDTLKLQKKARKELLGKGDLQPQLDSALQDVNDMYLLLEETEKQAVRRALIEERGRFCTFITFLQPVVNGELTMLGEITHLQGIIDDLVVLTAEPHKLPPASEQVIKDLKGSDYSWSYQTPPSSPSSSSSRKSSMCSAPSSSSSAKGGGAPWPGGAQTYS.... Result: 1 (interaction). (4) The miRNA is hsa-miR-7977 with sequence UUCCCAGCCAACGCACCA. The protein sequence of the target gene is MSNTTVVPSTAGPGPSGGPGGGGGGGGGGGGTEVIQVTNVSPSASSEQMRTLFGFLGKIDELRLFPPDDSPLPVSSRVCFVKFHDPDSAVVAQHLTNTVFVDRALIVVPYAEGVIPDEAKALSLLAPANAVAGLLPGGGLLPTPNPLTQIGAVPLAALGAPTLDPALAALGLPGANLNSQSLAADQLLKLMSTVDPKLNHVAAGLVSPSLKSDTSSKEIEEAMKRVREAQSLISAAIEPDKKEEKRRHSRSRSRSRRRRTPSSSRHRRSRSRSRRRSHSKSRSRRRSKSPRRRRSHSRER.... Result: 0 (no interaction). (5) The miRNA is hsa-miR-302f with sequence UAAUUGCUUCCAUGUUU. The protein sequence of the target gene is MQSFRERCGFHGKQQNYPQTSQETSRLENYRQPGQAGLSCDRQRLLAKDYYSPQPYTGYEGGTGTPSGTVATAAADKYHRGSKSLQGRPAFPSYVQDSSPYPGRYSGEEGLQTWGGPQPPPPQPQPLPGAVSKYEENLMKKTVVPPPNRQYPEQGPQLPFRTHSLHVPPPQPQQPLAYPKLQRQKPQNDLASPLPFPQGSHFPQHSQSFPTSSTYAPTVQGGGQGAHSYKSCTAPSAQPHDRPMSANANLAPGQRVQNLHAYQPGRLGYEQQQQALQGRHHTQETLHYQNLAKYQHYGQQ.... Result: 0 (no interaction). (6) The miRNA is mmu-miR-1932 with sequence GUUGCGGACAGCGCUAGGUCGG. The protein sequence of the target gene is MFQNLQGTFEKEIGKIIPFTIAFKRAEAVEPDGCVQSWRCCLPCDLGQASRFIHTTVCSAIRWRSCKGERNFAERHILPAELEEQSNHAGMGPILPAMPSVDGNHFQHPAGDCHPYGILCLQAHSASVTARQVLQ. Result: 0 (no interaction). (7) Result: 1 (interaction). The protein sequence of the target gene is MKKQKKILWKKGIHLAFSEKWNAGFGSFKKFYFPQNLCFLKAKLGRPVAWHRQVKHFQCNKGLHIQKTWIQDVPFCSKTKSGLATQNVSTLYPKVKRKDSKHFISSSRSLLKLQADKLLSSAKSLDHKYCREKSLLKAAPGLSANTVLGRANGHEPTTDPQASDFPMKFSGESQSPGDSGKTVVLNKHRKRVCHGCYQGLEHHRNRRPLIPKQFQLNQHRRVRASLMMYEKLSMIRFRYRIFRSQHFRTKSRVCKLRKAQRSWVQKVTGDHQENLRDNNTEGDNCNPVPSLEPKDPCRCQ.... The miRNA is mmu-miR-3089-5p with sequence UGAGUUCAGGGACAGCGUGUCU.